Dataset: Reaction yield outcomes from USPTO patents with 853,638 reactions. Task: Predict the reaction yield, written as a fraction of the theoretical maximum amount of product (1.0 means a 100% yield; for example, 0.34 means a 34% yield). The reactants are Cl[C:2]1[CH:7]=[CH:6][N:5]=[C:4]([C@@H:8]([NH:12][C:13](=[O:19])[O:14][C:15]([CH3:18])([CH3:17])[CH3:16])[CH2:9][CH:10]=[CH2:11])[CH:3]=1.[NH2:20][C:21]1[CH:26]=[CH:25][CH:24]=[CH:23][C:22]=1B(O)O.O.P(=O)(O)(O)O.[K]. The catalyst is CS(C)=O.CCOC(C)=O.CCOCC. The product is [NH2:20][C:21]1[CH:26]=[CH:25][CH:24]=[CH:23][C:22]=1[C:2]1[CH:7]=[CH:6][N:5]=[C:4]([C@@H:8]([NH:12][C:13](=[O:19])[O:14][C:15]([CH3:18])([CH3:17])[CH3:16])[CH2:9][CH:10]=[CH2:11])[CH:3]=1. The yield is 0.830.